The task is: Predict the reactants needed to synthesize the given product.. This data is from Full USPTO retrosynthesis dataset with 1.9M reactions from patents (1976-2016). (1) Given the product [CH2:53]([O:55][C:56]([C:58]1[C:67](=[O:68])[C:66]2[C:61](=[CH:62][CH:63]=[C:64]([N:85]=[C:72]([C:73]3[CH:78]=[CH:77][CH:76]=[CH:75][CH:74]=3)[C:79]3[CH:84]=[CH:83][CH:82]=[CH:81][CH:80]=3)[CH:65]=2)[N:60]([CH2:70][CH3:71])[CH:59]=1)=[O:57])[CH3:54], predict the reactants needed to synthesize it. The reactants are: CC(C)([O-])C.[Na+].C1C=CC(P(C2C(C3C(P(C4C=CC=CC=4)C4C=CC=CC=4)=CC=C4C=3C=CC=C4)=C3C(C=CC=C3)=CC=2)C2C=CC=CC=2)=CC=1.[CH2:53]([O:55][C:56]([C:58]1[C:67](=[O:68])[C:66]2[C:61](=[CH:62][CH:63]=[C:64](I)[CH:65]=2)[N:60]([CH2:70][CH3:71])[CH:59]=1)=[O:57])[CH3:54].[C:72](=[NH:85])([C:79]1[CH:84]=[CH:83][CH:82]=[CH:81][CH:80]=1)[C:73]1[CH:78]=[CH:77][CH:76]=[CH:75][CH:74]=1. (2) Given the product [I:1][C:2]1[CH:3]=[CH:4][C:5]2[N:9]([C:25]([O:27][C:28]([CH3:29])([CH3:30])[CH3:31])=[O:26])[C:8](=[O:10])[NH:7][C:6]=2[CH:16]=1, predict the reactants needed to synthesize it. The reactants are: [I:1][C:2]1[CH:3]=[CH:4][C:5]2[NH:9][C:8](=[O:10])[N:7](C(OCC)=O)[C:6]=2[CH:16]=1.[CH3:29][C:28]([O:27][C:25](O[C:25]([O:27][C:28]([CH3:31])([CH3:30])[CH3:29])=[O:26])=[O:26])([CH3:31])[CH3:30].C(N)(C)C. (3) The reactants are: [OH:1][C@@H:2]([C@H:4]1[C:25](=[O:26])[N:6]2[C@@H:7]([C:12]([O:14][CH2:15][C:16]3[CH:21]=[CH:20][C:19]([N+:22]([O-:24])=[O:23])=[CH:18][CH:17]=3)=[O:13])[C:8](=O)[C@H:9]([CH3:10])[C@H:5]12)[CH3:3].[Si:27]([O:34][CH2:35][CH2:36][S:37][C:38]1[N:39]=[CH:40][N:41]2[CH:45]=[C:44]([Sn](CCCC)(CCCC)CCCC)[S:43][C:42]=12)([C:30]([CH3:33])([CH3:32])[CH3:31])([CH3:29])[CH3:28]. Given the product [Si:27]([O:34][CH2:35][CH2:36][S:37][C:38]1[N:39]=[CH:40][N:41]2[CH:45]=[C:44]([C:8]3[C@H:9]([CH3:10])[C@@H:5]4[C@@H:4]([C@H:2]([OH:1])[CH3:3])[C:25](=[O:26])[N:6]4[C:7]=3[C:12]([O:14][CH2:15][C:16]3[CH:21]=[CH:20][C:19]([N+:22]([O-:24])=[O:23])=[CH:18][CH:17]=3)=[O:13])[S:43][C:42]=12)([C:30]([CH3:33])([CH3:31])[CH3:32])([CH3:29])[CH3:28], predict the reactants needed to synthesize it. (4) Given the product [CH3:51][C:52]1([CH3:59])[O:56][C@H:55]([CH2:57][O:34][C:35]2[CH:50]=[CH:49][C:38]([C:39]([O:41][CH2:42][C:43]3[CH:48]=[CH:47][CH:46]=[CH:45][CH:44]=3)=[O:40])=[CH:37][CH:36]=2)[CH2:54][O:53]1, predict the reactants needed to synthesize it. The reactants are: C1(P(C2C=CC=CC=2)C2C=CC=CC=2)C=CC=CC=1.N(C(OC(C)C)=O)=NC(OC(C)C)=O.[OH:34][C:35]1[CH:50]=[CH:49][C:38]([C:39]([O:41][CH2:42][C:43]2[CH:48]=[CH:47][CH:46]=[CH:45][CH:44]=2)=[O:40])=[CH:37][CH:36]=1.[CH3:51][C:52]1([CH3:59])[O:56][C@H:55]([CH2:57]O)[CH2:54][O:53]1. (5) Given the product [Cl:24][C:9]1[CH:10]=[C:11]([Cl:23])[C:12]([O:14][C:15]2[N:19]([CH3:20])[N:18]=[C:17]([CH3:21])[C:16]=2[CH3:22])=[CH:13][C:8]=1[CH2:7][CH:2]1[S:27][C:26](=[NH:25])[NH:28][C:3]1=[O:4], predict the reactants needed to synthesize it. The reactants are: Br[CH:2]([CH2:7][C:8]1[CH:13]=[C:12]([O:14][C:15]2[N:19]([CH3:20])[N:18]=[C:17]([CH3:21])[C:16]=2[CH3:22])[C:11]([Cl:23])=[CH:10][C:9]=1[Cl:24])[C:3](OC)=[O:4].[NH2:25][C:26]([NH2:28])=[S:27].C([O-])(=O)C.[Na+]. (6) The reactants are: [H-].[Na+].[CH2:3]1[CH2:7][O:6][CH2:5][CH2:4]1.[CH2:8]([N:15]1[CH2:21][CH:20]2[C:22](=O)[CH:17]([CH2:18][CH2:19]2)[CH2:16]1)[C:9]1[CH:14]=[CH:13][CH:12]=[CH:11][CH:10]=1.CN(C=[O:28])C. Given the product [CH2:7]([O:6][C:5](=[O:28])[CH:4]=[C:22]1[CH:17]2[CH2:18][CH2:19][CH:20]1[CH2:21][N:15]([CH2:8][C:9]1[CH:14]=[CH:13][CH:12]=[CH:11][CH:10]=1)[CH2:16]2)[CH3:3], predict the reactants needed to synthesize it. (7) Given the product [CH2:25]([O:27][C:28]1[N:33]=[CH:32][C:31]([C:34]2([OH:40])[CH2:35][CH2:36][N:37]([CH2:2][C:3]([C:5]3[CH:10]=[CH:9][C:8]([O:11][Si:12]([CH:19]([CH3:21])[CH3:20])([CH:16]([CH3:18])[CH3:17])[CH:13]([CH3:15])[CH3:14])=[C:7]([CH3:22])[CH:6]=3)=[O:4])[CH2:38][CH2:39]2)=[CH:30][CH:29]=1)[CH3:26], predict the reactants needed to synthesize it. The reactants are: Br[CH2:2][C:3]([C:5]1[CH:10]=[CH:9][C:8]([O:11][Si:12]([CH:19]([CH3:21])[CH3:20])([CH:16]([CH3:18])[CH3:17])[CH:13]([CH3:15])[CH3:14])=[C:7]([CH3:22])[CH:6]=1)=[O:4].Cl.Cl.[CH2:25]([O:27][C:28]1[N:33]=[CH:32][C:31]([C:34]2([OH:40])[CH2:39][CH2:38][NH:37][CH2:36][CH2:35]2)=[CH:30][CH:29]=1)[CH3:26]. (8) The reactants are: [O:1]=[C:2]1[N:6]=[C:5]2[C:7]3[CH:8]=[CH:9][CH:10]=[C:11]4[C:16]=3[C:15]([C:4]2=[C:3]1[C:17]#[N:18])=[CH:14][CH:13]=[CH:12]4.[Br:19][C:20]1[CH:25]=[CH:24][C:23]([SH:26])=[CH:22][CH:21]=1. Given the product [Br:19][C:20]1[CH:25]=[CH:24][C:23]([S:26][C:12]2[C:11]3[C:16]4=[C:7]([C:5]5[C:4]([C:15]4=[CH:14][CH:13]=2)=[C:3]([C:17]#[N:18])[C:2](=[O:1])[N:6]=5)[C:8]([S:26][C:23]2[CH:24]=[CH:25][C:20]([Br:19])=[CH:21][CH:22]=2)=[CH:9][CH:10]=3)=[CH:22][CH:21]=1, predict the reactants needed to synthesize it. (9) The reactants are: [OH:1][CH:2]1[O:8][C@@H:7]([CH2:9][OH:10])[C@H:5]([OH:6])[C@@H:3]1[OH:4].[C:11]([O-])(=O)C.[Na+]. Given the product [CH3:11][O:1][CH:2]1[O:8][C@@H:7]([CH2:9][OH:10])[C@H:5]([OH:6])[C@@H:3]1[OH:4], predict the reactants needed to synthesize it. (10) Given the product [CH:14]1([CH2:13][O:1][C:2]2[CH:3]=[C:4]([CH:7]=[CH:8][C:9]=2[O:10][CH3:11])[CH:5]=[O:6])[CH2:16][CH2:15]1, predict the reactants needed to synthesize it. The reactants are: [OH:1][C:2]1[CH:3]=[C:4]([CH:7]=[CH:8][C:9]=1[O:10][CH3:11])[CH:5]=[O:6].Br[CH2:13][CH:14]1[CH2:16][CH2:15]1.C(=O)([O-])[O-].[K+].[K+].O.